From a dataset of Reaction yield outcomes from USPTO patents with 853,638 reactions. Predict the reaction yield, written as a fraction of the theoretical maximum amount of product (1.0 means a 100% yield; for example, 0.34 means a 34% yield). (1) The yield is 0.582. The reactants are [Cl:1][C:2]1[CH:19]=[CH:18][C:5]([CH2:6][C:7]2[O:11][C:10](I)=[N:9][C:8]=2[C:13]([O:15][CH2:16][CH3:17])=[O:14])=[CH:4][CH:3]=1.[Cl-].[Li+].C[Sn](C)(C)[C:24]1[CH:29]=[CH:28][N:27]=[CH:26][CH:25]=1. The product is [Cl:1][C:2]1[CH:19]=[CH:18][C:5]([CH2:6][C:7]2[O:11][C:10]([C:24]3[CH:29]=[CH:28][N:27]=[CH:26][CH:25]=3)=[N:9][C:8]=2[C:13]([O:15][CH2:16][CH3:17])=[O:14])=[CH:4][CH:3]=1. The catalyst is O1CCOCC1.C1C=CC([P]([Pd]([P](C2C=CC=CC=2)(C2C=CC=CC=2)C2C=CC=CC=2)([P](C2C=CC=CC=2)(C2C=CC=CC=2)C2C=CC=CC=2)[P](C2C=CC=CC=2)(C2C=CC=CC=2)C2C=CC=CC=2)(C2C=CC=CC=2)C2C=CC=CC=2)=CC=1.[Cu]I. (2) The product is [CH3:16][C@@H:15]1[CH2:14][CH2:13][NH:12][CH2:11][C@H:10]1[NH:9][P:4](=[O:5])([O:6][CH2:7][CH3:8])[O:3][CH2:1][CH3:2]. The yield is 1.00. The catalyst is CO.[Pd]. The reactants are [CH2:1]([O:3][P:4]([NH:9][C@H:10]1[C@H:15]([CH3:16])[CH2:14][CH2:13][N:12](C(OCC2C=CC=CC=2)=O)[CH2:11]1)([O:6][CH2:7][CH3:8])=[O:5])[CH3:2].[H][H].